This data is from CYP1A2 inhibition data for predicting drug metabolism from PubChem BioAssay. The task is: Regression/Classification. Given a drug SMILES string, predict its absorption, distribution, metabolism, or excretion properties. Task type varies by dataset: regression for continuous measurements (e.g., permeability, clearance, half-life) or binary classification for categorical outcomes (e.g., BBB penetration, CYP inhibition). Dataset: cyp1a2_veith. (1) The compound is CCn1c(=O)cc(SCC(=O)NCc2ccc3c(c2)OCO3)c2ccccc21. The result is 1 (inhibitor). (2) The drug is CC(C)(C)n1nc(-c2ccc(Cl)cc2)c2c(N)ncnc21. The result is 1 (inhibitor). (3) The compound is CO[C@@H]1COC(=O)[C@@H](C)COC(=O)[C@@H](C)NC(=O)C/C=C\[C@@H]1C. The result is 0 (non-inhibitor). (4) The result is 0 (non-inhibitor). The drug is COC(=O)[C@](C)(N)Cc1ccc(O)cc1.